Dataset: Catalyst prediction with 721,799 reactions and 888 catalyst types from USPTO. Task: Predict which catalyst facilitates the given reaction. (1) Reactant: [O:1]=[C:2]1[CH2:7][NH:6][CH2:5][CH2:4][NH:3]1.C(N(CC)CC)C.[Cl:15][C:16]1[C:21]([S:22]([CH3:25])(=[O:24])=[O:23])=[CH:20][C:19]([C:26]2[N:27]([C:47](Cl)=[O:48])[C:28]([C:40]3[CH:45]=[CH:44][C:43]([Cl:46])=[CH:42][CH:41]=3)([CH3:39])[C:29]([C:32]3[CH:37]=[CH:36][C:35]([Cl:38])=[CH:34][CH:33]=3)([CH3:31])[N:30]=2)=[C:18]([O:50][CH2:51][CH3:52])[CH:17]=1.O. Product: [Cl:15][C:16]1[C:21]([S:22]([CH3:25])(=[O:24])=[O:23])=[CH:20][C:19]([C:26]2[N:27]([C:47]([N:6]3[CH2:5][CH2:4][NH:3][C:2](=[O:1])[CH2:7]3)=[O:48])[C@@:28]([C:40]3[CH:45]=[CH:44][C:43]([Cl:46])=[CH:42][CH:41]=3)([CH3:39])[C@@:29]([C:32]3[CH:33]=[CH:34][C:35]([Cl:38])=[CH:36][CH:37]=3)([CH3:31])[N:30]=2)=[C:18]([O:50][CH2:51][CH3:52])[CH:17]=1. The catalyst class is: 2. (2) Reactant: C([O:8][C:9]1[C:14]([CH2:15][N:16]2[C:22](=[O:23])[C:21]3[C:24]([CH3:31])=[C:25]([O:28][CH2:29][CH3:30])[CH:26]=[CH:27][C:20]=3[O:19][CH2:18][CH2:17]2)=[C:13]([CH3:32])[CH:12]=[C:11]([CH3:33])[N:10]=1)C1C=CC=CC=1.O1CCOCC1. Product: [CH3:32][C:13]1[CH:12]=[C:11]([CH3:33])[NH:10][C:9](=[O:8])[C:14]=1[CH2:15][N:16]1[C:22](=[O:23])[C:21]2[C:24]([CH3:31])=[C:25]([O:28][CH2:29][CH3:30])[CH:26]=[CH:27][C:20]=2[O:19][CH2:18][CH2:17]1. The catalyst class is: 33. (3) Reactant: [Cl:1][C:2]1[CH:7]=[CH:6][C:5]([C:8]2[C:17]3[C:12](=[CH:13][CH:14]=[C:15]([C:18]([OH:20])=O)[CH:16]=3)[CH:11]=[N:10][CH:9]=2)=[CH:4][CH:3]=1.F[B-](F)(F)F.[N:26]1(OC(N(C)C)=[N+](C)C)[C:30]2[CH:31]=CC=C[C:29]=2N=N1.C(N(CC)C(C)C)(C)C.C(N)(C)C. The catalyst class is: 9. Product: [Cl:1][C:2]1[CH:7]=[CH:6][C:5]([C:8]2[C:17]3[C:12](=[CH:13][CH:14]=[C:15]([C:18]([NH:26][CH:30]([CH3:31])[CH3:29])=[O:20])[CH:16]=3)[CH:11]=[N:10][CH:9]=2)=[CH:4][CH:3]=1. (4) Reactant: [O:1]=[C:2]([NH:7][C:8]1[CH:13]=[CH:12][CH:11]=[CH:10][CH:9]=1)[CH2:3][C:4](O)=[O:5].C1N(P(Cl)(N2C(=O)OCC2)=O)C(=O)OC1.[F:29][C:30]1[CH:31]=[C:32]([CH:34]=[CH:35][C:36]=1[O:37][C:38]1[CH:43]=[CH:42][N:41]=[C:40]2[CH:44]=[C:45]([I:47])[S:46][C:39]=12)[NH2:33].CCN(C(C)C)C(C)C. Product: [F:29][C:30]1[CH:31]=[C:32]([NH:33][C:4](=[O:5])[CH2:3][C:2]([NH:7][C:8]2[CH:9]=[CH:10][CH:11]=[CH:12][CH:13]=2)=[O:1])[CH:34]=[CH:35][C:36]=1[O:37][C:38]1[CH:43]=[CH:42][N:41]=[C:40]2[CH:44]=[C:45]([I:47])[S:46][C:39]=12. The catalyst class is: 2. (5) Reactant: CN(C=O)C.[Cl:6][C:7]1[CH:23]=[C:22]([F:24])[CH:21]=[CH:20][C:8]=1[O:9][C:10]1[CH:18]=[CH:17][CH:16]=[C:15]([CH3:19])[C:11]=1[C:12]([OH:14])=O.O=S(Cl)Cl.[NH2:29][C:30]1[CH:31]=[C:32]([S:36]([NH2:39])(=[O:38])=[O:37])[CH:33]=[CH:34][CH:35]=1.CCN(CC)CC. Product: [Cl:6][C:7]1[CH:23]=[C:22]([F:24])[CH:21]=[CH:20][C:8]=1[O:9][C:10]1[CH:18]=[CH:17][CH:16]=[C:15]([CH3:19])[C:11]=1[C:12]([NH:29][C:30]1[CH:35]=[CH:34][CH:33]=[C:32]([S:36](=[O:38])(=[O:37])[NH2:39])[CH:31]=1)=[O:14]. The catalyst class is: 2.